From a dataset of Reaction yield outcomes from USPTO patents with 853,638 reactions. Predict the reaction yield, written as a fraction of the theoretical maximum amount of product (1.0 means a 100% yield; for example, 0.34 means a 34% yield). (1) The reactants are Br[C:2]1[CH:3]=[C:4]([NH:10][C:11]2[CH:23]=[C:14]3[CH2:15][N:16]([CH:19]4[CH2:22][O:21][CH2:20]4)[CH2:17][CH2:18][N:13]3[N:12]=2)[C:5](=[O:9])[N:6]([CH3:8])[CH:7]=1.[C:24]([O:27][CH2:28][C:29]1[C:34](B2OC(C)(C)C(C)(C)O2)=[CH:33][CH:32]=[CH:31][C:30]=1[N:44]1[CH2:56][CH2:55][N:47]2[C:48]3[CH2:49][CH2:50][CH2:51][CH2:52][C:53]=3[CH:54]=[C:46]2[C:45]1=[O:57])(=[O:26])[CH3:25].CC([O-])=O.[Na+]. The catalyst is CC#N.C1C=CC(P(C2C=CC=CC=2)[C-]2C=CC=C2)=CC=1.C1C=CC(P(C2C=CC=CC=2)[C-]2C=CC=C2)=CC=1.Cl[Pd]Cl.[Fe+2]. The product is [C:24]([O:27][CH2:28][C:29]1[C:30]([N:44]2[CH2:56][CH2:55][N:47]3[C:48]4[CH2:49][CH2:50][CH2:51][CH2:52][C:53]=4[CH:54]=[C:46]3[C:45]2=[O:57])=[CH:31][CH:32]=[CH:33][C:34]=1[C:2]1[CH:3]=[C:4]([NH:10][C:11]2[CH:23]=[C:14]3[CH2:15][N:16]([CH:19]4[CH2:22][O:21][CH2:20]4)[CH2:17][CH2:18][N:13]3[N:12]=2)[C:5](=[O:9])[N:6]([CH3:8])[CH:7]=1)(=[O:26])[CH3:25]. The yield is 0.380. (2) The reactants are [F:1][CH:2]([F:27])[C:3]1[CH:12]=[C:11]2[C:6]([C:7](=[O:19])[N:8]([NH:14][S:15]([CH3:18])(=[O:17])=[O:16])[C:9](=[O:13])[NH:10]2)=[CH:5][C:4]=1[C:20]1[N:21]([CH2:25][CH3:26])[N:22]=[CH:23][CH:24]=1.C(N(CC)CC)C.Cl[C:36]([CH2:38][O:39][C:40](=[O:42])[CH3:41])=[O:37]. The catalyst is C(Cl)Cl. The product is [F:27][CH:2]([F:1])[C:3]1[CH:12]=[C:11]2[C:6]([C:7](=[O:19])[N:8]([N:14]([S:15]([CH3:18])(=[O:16])=[O:17])[C:36](=[O:37])[CH2:38][O:39][C:40](=[O:42])[CH3:41])[C:9](=[O:13])[NH:10]2)=[CH:5][C:4]=1[C:20]1[N:21]([CH2:25][CH3:26])[N:22]=[CH:23][CH:24]=1. The yield is 0.950. (3) The reactants are Cl[C:2]1[N:3]=[C:4]2[C:12]([C:13]([F:16])([F:15])[F:14])=[CH:11][CH:10]=[CH:9][N:5]2[C:6](=[O:8])[CH:7]=1.[CH:17]1(B(O)O)[CH2:19][CH2:18]1.COC1C=CC=C(OC)C=1C1C=CC=CC=1P(C1CCCCC1)C1CCCCC1.[O-]P([O-])([O-])=O.[K+].[K+].[K+]. The catalyst is C1(C)C=CC=CC=1.O.CC([O-])=O.CC([O-])=O.[Pd+2]. The product is [CH:17]1([C:2]2[N:3]=[C:4]3[C:12]([C:13]([F:16])([F:15])[F:14])=[CH:11][CH:10]=[CH:9][N:5]3[C:6](=[O:8])[CH:7]=2)[CH2:19][CH2:18]1. The yield is 0.917. (4) The reactants are [CH3:1][O:2][C:3]([C:5]1([CH2:11][CH2:12][CH:13]=C)[CH2:10][CH2:9][O:8][CH2:7][CH2:6]1)=[O:4].CO.CC[O:19]C(C)=O. The catalyst is CC(O)C.O.C(Cl)Cl.O=[Os](=O)(=O)=O. The product is [CH3:1][O:2][C:3]([C:5]1([CH2:11][CH2:12][CH:13]=[O:19])[CH2:6][CH2:7][O:8][CH2:9][CH2:10]1)=[O:4]. The yield is 0.940. (5) The reactants are [CH2:1]([O:8][C:9]([NH:11][C@H:12]1[CH2:15][C@@H:14]([C:16]([OH:18])=O)[C:13]1([CH3:20])[CH3:19])=[O:10])[C:2]1[CH:7]=[CH:6][CH:5]=[CH:4][CH:3]=1.C1C=CC2N(O)N=NC=2C=1.[NH:31]1[CH2:36][CH2:35][O:34][CH2:33][CH2:32]1.CCN(CC)CC. The catalyst is C(Cl)Cl. The product is [CH3:19][C:13]1([CH3:20])[C@H:14]([C:16]([N:31]2[CH2:36][CH2:35][O:34][CH2:33][CH2:32]2)=[O:18])[CH2:15][C@@H:12]1[NH:11][C:9](=[O:10])[O:8][CH2:1][C:2]1[CH:3]=[CH:4][CH:5]=[CH:6][CH:7]=1. The yield is 0.534. (6) The reactants are Br[C:2]1[CH:3]=[C:4]([NH:13][S:14]([CH2:17][CH3:18])(=[O:16])=[O:15])[CH:5]=[CH:6][C:7]=1[O:8][CH2:9][CH:10]1[CH2:12][CH2:11]1.[CH3:19][C:20]1([CH3:36])[C:24]([CH3:26])([CH3:25])[O:23][B:22]([B:22]2[O:23][C:24]([CH3:26])([CH3:25])[C:20]([CH3:36])([CH3:19])[O:21]2)[O:21]1.CC([O-])=O.[K+].CC12CC3(C)P(C4C=CC=CC=4)C(C)(CC(C)(O3)O1)O2. The catalyst is O1CCOCC1.C1C=CC(/C=C/C(/C=C/C2C=CC=CC=2)=O)=CC=1.C1C=CC(/C=C/C(/C=C/C2C=CC=CC=2)=O)=CC=1.C1C=CC(/C=C/C(/C=C/C2C=CC=CC=2)=O)=CC=1.[Pd].[Pd]. The product is [CH:10]1([CH2:9][O:8][C:7]2[CH:6]=[CH:5][C:4]([NH:13][S:14]([CH2:17][CH3:18])(=[O:16])=[O:15])=[CH:3][C:2]=2[B:22]2[O:23][C:24]([CH3:26])([CH3:25])[C:20]([CH3:36])([CH3:19])[O:21]2)[CH2:12][CH2:11]1. The yield is 0.650. (7) The reactants are [F:1][C:2]1[CH:7]=[CH:6][C:5]([N:8]2[CH2:13][CH2:12][N:11]([S:14]([CH3:17])(=[O:16])=[O:15])[CH2:10][CH2:9]2)=[CH:4][CH:3]=1.C[Si]([N-][Si](C)(C)C)(C)C.[Li+].C(OP(Cl)(OCC)=O)C.[CH3:37][C:38]([CH3:50])([CH2:41][C:42]#[C:43][C:44]1[CH:49]=[CH:48][CH:47]=[CH:46][CH:45]=1)[CH:39]=O.[NH2:51][OH:52]. The catalyst is C1COCC1. The product is [F:1][C:2]1[CH:3]=[CH:4][C:5]([N:8]2[CH2:13][CH2:12][N:11]([S:14]([CH2:17][CH:39]([NH:51][OH:52])[C:38]([CH3:37])([CH3:50])[CH2:41][C:42]#[C:43][C:44]3[CH:49]=[CH:48][CH:47]=[CH:46][CH:45]=3)(=[O:15])=[O:16])[CH2:10][CH2:9]2)=[CH:6][CH:7]=1. The yield is 0.660.